Predict the reaction yield, written as a fraction of the theoretical maximum amount of product (1.0 means a 100% yield; for example, 0.34 means a 34% yield). From a dataset of Reaction yield outcomes from USPTO patents with 853,638 reactions. The product is [C:1]([O:5][C:6]([N:8]1[CH2:12][CH:11]([O:13][CH2:37][CH2:38][O:39][CH3:40])[CH2:10][CH:9]1[C:14]1[N:15]([CH2:26][O:27][CH2:28][CH2:29][Si:30]([CH3:33])([CH3:32])[CH3:31])[CH:16]=[C:17]([C:19]2[CH:20]=[CH:21][C:22]([Br:25])=[CH:23][CH:24]=2)[N:18]=1)=[O:7])([CH3:4])([CH3:3])[CH3:2]. The yield is 0.850. The catalyst is CN(C=O)C. The reactants are [C:1]([O:5][C:6]([N:8]1[CH2:12][CH:11]([OH:13])[CH2:10][CH:9]1[C:14]1[N:15]([CH2:26][O:27][CH2:28][CH2:29][Si:30]([CH3:33])([CH3:32])[CH3:31])[CH:16]=[C:17]([C:19]2[CH:24]=[CH:23][C:22]([Br:25])=[CH:21][CH:20]=2)[N:18]=1)=[O:7])([CH3:4])([CH3:3])[CH3:2].[H-].[Na+].Br[CH2:37][CH2:38][O:39][CH3:40].